Dataset: Reaction yield outcomes from USPTO patents with 853,638 reactions. Task: Predict the reaction yield, written as a fraction of the theoretical maximum amount of product (1.0 means a 100% yield; for example, 0.34 means a 34% yield). (1) The reactants are [H-].[Na+].[Br:3][C:4]1[CH:5]=[CH:6][C:7]2[NH:8][C:9]3[C:14]([C:15]=2[CH:16]=1)=[CH:13][C:12]([O:17][CH3:18])=[CH:11][CH:10]=3.[O:19]1[CH2:21][CH:20]1[CH2:22][NH:23][C:24]1[CH:29]=[CH:28][CH:27]=[CH:26][CH:25]=1. The catalyst is C1COCC1. The product is [Br:3][C:4]1[CH:5]=[CH:6][C:7]2[N:8]([CH2:21][CH:20]([OH:19])[CH2:22][NH:23][C:24]3[CH:29]=[CH:28][CH:27]=[CH:26][CH:25]=3)[C:9]3[C:14]([C:15]=2[CH:16]=1)=[CH:13][C:12]([O:17][CH3:18])=[CH:11][CH:10]=3. The yield is 0.250. (2) The reactants are [CH2:1]1[C:9]2[C:4](=[CH:5][CH:6]=[CH:7][CH:8]=2)[CH2:3][CH:2]1[C@H:10]1[NH:15][C:14](=[O:16])[C@@H:13]([CH:17]([CH2:20][CH3:21])[CH2:18][CH3:19])[N:12]([CH2:22][C:23]2[CH:28]=[CH:27][CH:26]=[CH:25][C:24]=2[S:29](Cl)(=[O:31])=[O:30])[C:11]1=[O:33].[CH:34]([N:37](C(C)C)CC)(C)C.CN.CO. The catalyst is ClCCl. The product is [CH2:1]1[C:9]2[C:4](=[CH:5][CH:6]=[CH:7][CH:8]=2)[CH2:3][CH:2]1[C@H:10]1[NH:15][C:14](=[O:16])[C@@H:13]([CH:17]([CH2:20][CH3:21])[CH2:18][CH3:19])[N:12]([CH2:22][C:23]2[CH:28]=[CH:27][CH:26]=[CH:25][C:24]=2[S:29]([NH:37][CH3:34])(=[O:31])=[O:30])[C:11]1=[O:33]. The yield is 0.830. (3) The reactants are [CH3:1][O:2][C:3]([NH:5][C:6]1[NH:32][C:9]2=[N:10][CH:11]=[C:12]([C:14]3[CH:15]=[CH:16][C:17]4[O:23][CH2:22][CH2:21][N:20](C(OC(C)(C)C)=O)[CH2:19][C:18]=4[CH:31]=3)[CH:13]=[C:8]2[N:7]=1)=[O:4].C(#N)C.[ClH:36]. The catalyst is O1CCOCC1. The product is [ClH:36].[O:23]1[C:17]2[CH:16]=[CH:15][C:14]([C:12]3[CH:13]=[C:8]4[NH:7][C:6]([NH:5][C:3](=[O:4])[O:2][CH3:1])=[N:32][C:9]4=[N:10][CH:11]=3)=[CH:31][C:18]=2[CH2:19][NH:20][CH2:21][CH2:22]1. The yield is 1.00. (4) The catalyst is CO.[OH-].[OH-].[Pd+2]. The yield is 0.770. The product is [F:1][C:2]([F:16])([F:15])[C@H:3]([O:13][CH3:14])[CH2:4][OH:5]. The reactants are [F:1][C:2]([F:16])([F:15])[C@H:3]([O:13][CH3:14])[CH2:4][O:5]CC1C=CC=CC=1. (5) The reactants are [Cl:1][C:2]1[CH:7]=[CH:6][C:5]([C:8]2[N:12]([C:13]3[CH:18]=[CH:17][C:16]([Cl:19])=[CH:15][C:14]=3[Cl:20])[N:11]=[C:10]([C:21]3[NH:25][N:24]=[N:23][N:22]=3)[C:9]=2[CH3:26])=[CH:4][CH:3]=1.[CH2:27](O)[C:28]1[O:32][CH:31]=[CH:30][CH:29]=1.C1(P(C2C=CC=CC=2)C2C=CC=CC=2)C=CC=CC=1.N(C(OC(C)C)=O)=NC(OC(C)C)=O. No catalyst specified. The product is [Cl:1][C:2]1[CH:7]=[CH:6][C:5]([C:8]2[N:12]([C:13]3[CH:18]=[CH:17][C:16]([Cl:19])=[CH:15][C:14]=3[Cl:20])[N:11]=[C:10]([C:21]3[N:25]([CH2:27][C:28]4[O:32][CH:31]=[CH:30][CH:29]=4)[N:24]=[N:23][N:22]=3)[C:9]=2[CH3:26])=[CH:4][CH:3]=1. The yield is 0.160. (6) The reactants are [F:1][C:2]1[C:10]([O:11][C:12]2[C:21]3[C:16](=[CH:17][C:18]([O:24][CH2:25][C@@H:26]4[CH2:30][CH2:29][CH2:28][N:27]4C(OC(C)(C)C)=O)=[C:19]([O:22][CH3:23])[CH:20]=3)[N:15]=[CH:14][N:13]=2)=[CH:9][CH:8]=[C:7]2[C:3]=1[CH:4]=[C:5]([CH3:38])[NH:6]2.Cl. The catalyst is O1CCOCC1.CO. The product is [F:1][C:2]1[C:10]([O:11][C:12]2[C:21]3[C:16](=[CH:17][C:18]([O:24][CH2:25][C@@H:26]4[CH2:30][CH2:29][CH2:28][NH:27]4)=[C:19]([O:22][CH3:23])[CH:20]=3)[N:15]=[CH:14][N:13]=2)=[CH:9][CH:8]=[C:7]2[C:3]=1[CH:4]=[C:5]([CH3:38])[NH:6]2. The yield is 0.930. (7) The reactants are [CH2:1]([NH:8][C:9]1[CH:13]=[C:12]([C:14]2[CH:19]=[CH:18][CH:17]=[CH:16][CH:15]=2)[S:11][C:10]=1[C:20]([O-:22])=[O:21])[C:2]1[CH:7]=[CH:6][CH:5]=[CH:4][CH:3]=1.[Na+].[CH:24]1([C:27](Cl)=[O:28])[CH2:26][CH2:25]1.O1CCOCC1. The yield is 0.315. The catalyst is O. The product is [CH2:1]([N:8]([C:27]([CH:24]1[CH2:26][CH2:25]1)=[O:28])[C:9]1[CH:13]=[C:12]([C:14]2[CH:19]=[CH:18][CH:17]=[CH:16][CH:15]=2)[S:11][C:10]=1[C:20]([OH:22])=[O:21])[C:2]1[CH:7]=[CH:6][CH:5]=[CH:4][CH:3]=1.